This data is from Full USPTO retrosynthesis dataset with 1.9M reactions from patents (1976-2016). The task is: Predict the reactants needed to synthesize the given product. (1) Given the product [Cl:25][CH2:24][S:8]([C:5]1[CH:6]=[CH:7][C:2]([F:1])=[CH:3][CH:4]=1)(=[O:10])=[O:9], predict the reactants needed to synthesize it. The reactants are: [F:1][C:2]1[CH:7]=[CH:6][C:5]([S:8](Cl)(=[O:10])=[O:9])=[CH:4][CH:3]=1.S([O-])([O-])=O.[Na+].[Na+].C(=O)(O)[O-].[Na+].Br[CH2:24][Cl:25]. (2) Given the product [C:1]([O:5][C:6](=[O:22])[NH:7][C:8]1[CH:13]=[C:12]([N:30]2[CH2:35][CH2:34][S:33][CH2:32][CH2:31]2)[C:11]([C:15]([F:18])([F:17])[F:16])=[CH:10][C:9]=1[NH2:19])([CH3:4])([CH3:3])[CH3:2], predict the reactants needed to synthesize it. The reactants are: [C:1]([O:5][C:6](=[O:22])[NH:7][C:8]1[CH:13]=[C:12](F)[C:11]([C:15]([F:18])([F:17])[F:16])=[CH:10][C:9]=1[N+:19]([O-])=O)([CH3:4])([CH3:3])[CH3:2].CCN(CC)CC.[NH:30]1[CH2:35][CH2:34][S:33][CH2:32][CH2:31]1. (3) The reactants are: [OH-].[Na+].[NH2:3][CH2:4][CH2:5][CH2:6][CH2:7][CH2:8][C:9]([OH:11])=[O:10].[C:12](Cl)(=[O:15])[CH:13]=[CH2:14]. Given the product [C:12]([NH:3][CH2:4][CH2:5][CH2:6][CH2:7][CH2:8][C:9]([OH:11])=[O:10])(=[O:15])[CH:13]=[CH2:14], predict the reactants needed to synthesize it. (4) Given the product [F:1][C:2]1[CH:21]=[CH:20][CH:19]=[CH:18][C:3]=1[CH2:4][C:5]1[N:9]2[CH:10]=[CH:11][CH:12]=[CH:13][C:8]2=[C:7]([C:14]2[O:15][C:22](=[O:23])[NH:17][N:16]=2)[N:6]=1, predict the reactants needed to synthesize it. The reactants are: [F:1][C:2]1[CH:21]=[CH:20][CH:19]=[CH:18][C:3]=1[CH2:4][C:5]1[N:9]2[CH:10]=[CH:11][CH:12]=[CH:13][C:8]2=[C:7]([C:14]([NH:16][NH2:17])=[O:15])[N:6]=1.[CH3:22][OH:23]. (5) Given the product [C:6]1([C:12]2[C:16]([C:17]3[CH:18]=[CH:19][C:20]([S:2]([Cl:1])(=[O:5])=[O:3])=[CH:21][CH:22]=3)=[C:15]([CH3:23])[O:14][N:13]=2)[CH:11]=[CH:10][CH:9]=[CH:8][CH:7]=1, predict the reactants needed to synthesize it. The reactants are: [Cl:1][S:2]([OH:5])(=O)=[O:3].[C:6]1([C:12]2[C:16]([C:17]3[CH:22]=[CH:21][CH:20]=[CH:19][CH:18]=3)=[C:15]([CH3:23])[O:14][N:13]=2)[CH:11]=[CH:10][CH:9]=[CH:8][CH:7]=1. (6) Given the product [CH3:1][C:2]1[C:11]([NH:12][C:25]2[C:30]([C:31]3[CH:32]=[C:33]([NH:37][CH3:38])[N:34]=[CH:35][N:36]=3)=[CH:29][CH:28]=[CH:27][N:26]=2)=[C:10]2[C:5]([C:6]([NH:13][C:14]3[CH:19]=[CH:18][CH:17]=[C:16]([C:20]([F:23])([F:21])[F:22])[CH:15]=3)=[N:7][CH:8]=[N:9]2)=[CH:4][CH:3]=1, predict the reactants needed to synthesize it. The reactants are: [CH3:1][C:2]1[C:11]([NH2:12])=[C:10]2[C:5]([C:6]([NH:13][C:14]3[CH:19]=[CH:18][CH:17]=[C:16]([C:20]([F:23])([F:22])[F:21])[CH:15]=3)=[N:7][CH:8]=[N:9]2)=[CH:4][CH:3]=1.Cl[C:25]1[C:30]([C:31]2[N:36]=[CH:35][N:34]=[C:33]([NH:37][CH3:38])[CH:32]=2)=[CH:29][CH:28]=[CH:27][N:26]=1.C[Si]([N-][Si](C)(C)C)(C)C.[Li+].C1COCC1. (7) Given the product [Cl:34][C:35]1[CH:36]=[C:37]([CH:40]=[CH:41][C:42]=1[F:43])[CH2:38][NH:39][C:8](=[O:19])[NH:9][C:10]1[S:14][N:13]=[C:12]([S:15][CH2:20][C:21]2[CH:28]=[CH:27][C:24]([CH3:25])=[CH:23][CH:22]=2)[C:11]=1[C:16]([NH2:17])=[O:18], predict the reactants needed to synthesize it. The reactants are: C1(O[C:8](=[O:19])[NH:9][C:10]2[S:14][N:13]=[C:12]([SH:15])[C:11]=2[C:16](=[O:18])[NH2:17])C=CC=CC=1.[CH3:20][C:21]1[CH:28]=[CH:27][C:24]([CH2:25]Cl)=[CH:23][CH:22]=1.O1CCCC1.[Cl:34][C:35]1[CH:36]=[C:37]([CH:40]=[CH:41][C:42]=1[F:43])[CH2:38][NH2:39].